From a dataset of Catalyst prediction with 721,799 reactions and 888 catalyst types from USPTO. Predict which catalyst facilitates the given reaction. (1) Reactant: Cl.[NH2:2][CH:3]1[CH2:7][C:6]([F:9])([F:8])[CH2:5][CH:4]1[NH:10][C:11](=[O:23])[C:12]1[CH:17]=[CH:16][CH:15]=[CH:14][C:13]=1[N:18]1[N:22]=[CH:21][CH:20]=[N:19]1.Cl[C:25]1[N:30]=[CH:29][C:28]([C:31]([F:34])([F:33])[F:32])=[CH:27][N:26]=1.CCN(C(C)C)C(C)C. Product: [F:8][C:6]1([F:9])[CH2:5][CH:4]([NH:10][C:11](=[O:23])[C:12]2[CH:17]=[CH:16][CH:15]=[CH:14][C:13]=2[N:18]2[N:19]=[CH:20][CH:21]=[N:22]2)[CH:3]([NH:2][C:25]2[N:30]=[CH:29][C:28]([C:31]([F:34])([F:33])[F:32])=[CH:27][N:26]=2)[CH2:7]1. The catalyst class is: 16. (2) Reactant: [Br:1][C:2]1[C:11]2[C:6](=[CH:7][CH:8]=[CH:9][CH:10]=2)[C:5]([OH:12])=[C:4]([C:13]([OH:15])=O)[CH:3]=1.S([O:21][CH3:22])(OC)(=O)=O.[C:23]([O-])([O-])=O.[K+].[K+]. Product: [Br:1][C:2]1[C:11]2[C:6](=[CH:7][CH:8]=[CH:9][CH:10]=2)[C:5]([O:12][CH3:23])=[C:4]([C:13]([O:21][CH3:22])=[O:15])[CH:3]=1. The catalyst class is: 21. (3) Reactant: [Cl:1][C:2]1[C:3]([NH:17][CH2:18][C:19]2[CH:24]=[CH:23][CH:22]=[C:21]([O:25]C)[CH:20]=2)=[N:4][C:5]([NH:8][C:9]2[CH:14]=[CH:13][CH:12]=[C:11]([O:15]C)[CH:10]=2)=[N:6][CH:7]=1.B(Br)(Br)Br.C([O-])(O)=O.[Na+]. The catalyst class is: 2. Product: [Cl:1][C:2]1[C:3]([NH:17][CH2:18][C:19]2[CH:24]=[CH:23][CH:22]=[C:21]([OH:25])[CH:20]=2)=[N:4][C:5]([NH:8][C:9]2[CH:10]=[C:11]([OH:15])[CH:12]=[CH:13][CH:14]=2)=[N:6][CH:7]=1. (4) Reactant: C(OC([NH:8][CH:9]([C:18](=[O:47])[NH:19][CH2:20][C:21]([CH3:46])([CH3:45])[CH2:22][CH2:23][CH2:24][CH2:25][O:26][C:27]1[CH:32]=[C:31]([C:33]2[CH:38]=[CH:37][CH:36]=[CH:35][CH:34]=2)[CH:30]=[C:29]([C:39]2[CH:44]=[CH:43][CH:42]=[CH:41][CH:40]=2)[N:28]=1)[CH2:10][C:11]([O:13]C(C)(C)C)=[O:12])=O)(C)(C)C.FC(F)(F)C(O)=O. Product: [NH2:8][CH:9]([C:18](=[O:47])[NH:19][CH2:20][C:21]([CH3:45])([CH3:46])[CH2:22][CH2:23][CH2:24][CH2:25][O:26][C:27]1[CH:32]=[C:31]([C:33]2[CH:38]=[CH:37][CH:36]=[CH:35][CH:34]=2)[CH:30]=[C:29]([C:39]2[CH:40]=[CH:41][CH:42]=[CH:43][CH:44]=2)[N:28]=1)[CH2:10][C:11]([OH:13])=[O:12]. The catalyst class is: 4.